Dataset: Forward reaction prediction with 1.9M reactions from USPTO patents (1976-2016). Task: Predict the product of the given reaction. (1) The product is: [C:24]([O:23][C:19]([NH:20][NH:21][C:2]1[C:7]([NH:12][C:13]2[CH:18]=[CH:17][CH:16]=[CH:15][CH:14]=2)=[N:6][C:5]2=[N:9][O:10][N:11]=[C:4]2[N:3]=1)=[O:22])([CH3:27])([CH3:26])[CH3:25]. Given the reactants Cl[C:2]1[C:7](Cl)=[N:6][C:5]2=[N:9][O:10][N:11]=[C:4]2[N:3]=1.[NH2:12][C:13]1[CH:18]=[CH:17][CH:16]=[CH:15][CH:14]=1.[C:19]([O:23][C:24]([CH3:27])([CH3:26])[CH3:25])(=[O:22])[NH:20][NH2:21], predict the reaction product. (2) Given the reactants [F:1][C:2]([F:14])([F:13])[C:3]1[N:8]=[C:7]2[NH:9][N:10]=[C:11]([OH:12])[C:6]2=[CH:5][CH:4]=1.[CH3:15][CH:16]1[CH2:21][CH2:20][N:19]([C:22](Cl)=[O:23])[CH2:18][CH2:17]1, predict the reaction product. The product is: [CH3:15][CH:16]1[CH2:21][CH2:20][N:19]([C:22]([O:12][C:11]2[C:6]3[C:7](=[N:8][C:3]([C:2]([F:13])([F:1])[F:14])=[CH:4][CH:5]=3)[N:9]([C:22]([N:19]3[CH2:20][CH2:21][CH:16]([CH3:15])[CH2:17][CH2:18]3)=[O:23])[N:10]=2)=[O:23])[CH2:18][CH2:17]1. (3) Given the reactants FC1C=C(C[C@H](NC(=O)CN2C3CCCCC=3C(C(F)(F)F)=N2)C2N(C3C=CC(OC)=CC=3)C=CN=2)C=C(F)C=1.Cl.[Cl:42][C:43]1[CH:48]=[CH:47][C:46]([C:49]2[O:53][CH:52]=[N:51][C:50]=2[CH:54]([NH2:64])[CH2:55][C:56]2[CH:61]=[C:60]([F:62])[CH:59]=[C:58]([F:63])[CH:57]=2)=[CH:45][CH:44]=1.[F:65][C:66]1[CH:67]=[C:68]2[C:72](=[CH:73][CH:74]=1)[NH:71][CH:70]=[C:69]2[CH2:75][C:76](O)=[O:77], predict the reaction product. The product is: [Cl:42][C:43]1[CH:48]=[CH:47][C:46]([C:49]2[O:53][CH:52]=[N:51][C:50]=2[CH:54]([NH:64][C:76](=[O:77])[CH2:75][C:69]2[C:68]3[C:72](=[CH:73][CH:74]=[C:66]([F:65])[CH:67]=3)[NH:71][CH:70]=2)[CH2:55][C:56]2[CH:61]=[C:60]([F:62])[CH:59]=[C:58]([F:63])[CH:57]=2)=[CH:45][CH:44]=1. (4) Given the reactants [Br:1][C:2]1[CH:3]=[CH:4][C:5]([CH3:11])=[C:6]([CH:10]=1)[C:7](O)=[O:8].C(Cl)(=O)C([Cl:15])=O.CN(C)C=O, predict the reaction product. The product is: [Br:1][C:2]1[CH:3]=[CH:4][C:5]([CH3:11])=[C:6]([CH:10]=1)[C:7]([Cl:15])=[O:8]. (5) The product is: [N:1]([C@@H:4]([C@H:30]([C:38]1[CH:43]=[C:42]([F:44])[CH:41]=[C:40]([F:45])[CH:39]=1)[C:31]1[CH:36]=[CH:35][C:34]([F:37])=[CH:33][CH:32]=1)[C:5]([NH:7][C:8]1[CH:9]=[N:10][CH:11]=[C:12]([F:29])[C:13]=1[CH2:14][CH2:15][CH:16]1[CH2:17][N@@:19]1[S:20]([C:23]1[CH:24]=[CH:25][CH:26]=[CH:27][CH:28]=1)(=[O:21])=[O:22])=[O:6])=[N+:2]=[N-:3]. Given the reactants [N:1]([C@@H:4]([C@H:30]([C:38]1[CH:43]=[C:42]([F:44])[CH:41]=[C:40]([F:45])[CH:39]=1)[C:31]1[CH:36]=[CH:35][C:34]([F:37])=[CH:33][CH:32]=1)[C:5]([NH:7][C:8]1[CH:9]=[N:10][CH:11]=[C:12]([F:29])[C:13]=1[CH2:14][CH2:15][C@H:16]([NH:19][S:20]([C:23]1[CH:28]=[CH:27][CH:26]=[CH:25][CH:24]=1)(=[O:22])=[O:21])[CH2:17]O)=[O:6])=[N+:2]=[N-:3].N(C(OC(C)C)=O)=NC(OC(C)C)=O.C1(P(C2C=CC=CC=2)C2C=CC=CC=2)C=CC=CC=1, predict the reaction product.